This data is from Forward reaction prediction with 1.9M reactions from USPTO patents (1976-2016). The task is: Predict the product of the given reaction. (1) Given the reactants NC(C(C)CC)C(O)=O.[NH2:10][C@@H:11]([C@@H:23]([CH3:26])[CH2:24][CH3:25])[C:12]([NH:14][CH2:15][CH2:16][N:17]1[CH2:22][CH2:21][O:20][CH2:19][CH2:18]1)=[O:13].N[C@H]([C@H](C)CC)C(NCCN1CCOCC1)=O.N[C@H]([C@@H](C)CC)C(NCCN1CCOCC1)=O, predict the reaction product. The product is: [NH2:10][C@@H:11]([C@H:23]([CH3:26])[CH2:24][CH3:25])[C:12]([NH:14][CH2:15][CH2:16][N:17]1[CH2:22][CH2:21][O:20][CH2:19][CH2:18]1)=[O:13]. (2) Given the reactants [NH:1]1[CH2:6][CH2:5][O:4][CH2:3][CH2:2]1.[C:7]([C:10]1[CH:11]=[N:12][C:13]([N:16]2[CH2:21][CH2:20][CH:19]([C:22]3[C:31]([CH:32]([F:43])[C:33]4[CH:38]=[CH:37][C:36]([C:39]([F:42])([F:41])[F:40])=[CH:35][CH:34]=4)=[C:30]([CH:44]4[CH2:49][CH2:48][C:47]([F:51])([F:50])[CH2:46][CH2:45]4)[C:29]4[CH:28]([O:52]CC5C=CC(OC)=CC=5)[CH2:27][C:26]([CH3:63])([CH3:62])[CH2:25][C:24]=4[N:23]=3)[CH2:18][CH2:17]2)=[N:14][CH:15]=1)(O)=[O:8], predict the reaction product. The product is: [F:51][C:47]1([F:50])[CH2:46][CH2:45][CH:44]([C:30]2[C:29]3[CH:28]([OH:52])[CH2:27][C:26]([CH3:62])([CH3:63])[CH2:25][C:24]=3[N:23]=[C:22]([CH:19]3[CH2:18][CH2:17][N:16]([C:13]4[N:14]=[CH:15][C:10]([C:7]([N:1]5[CH2:6][CH2:5][O:4][CH2:3][CH2:2]5)=[O:8])=[CH:11][N:12]=4)[CH2:21][CH2:20]3)[C:31]=2[CH:32]([F:43])[C:33]2[CH:34]=[CH:35][C:36]([C:39]([F:40])([F:42])[F:41])=[CH:37][CH:38]=2)[CH2:49][CH2:48]1. (3) Given the reactants Cl[C:2]1[N:7]=[C:6]([O:8][C@@H:9]([C@H:11]2[CH2:15][N:14]([C@@H:16]([C:18]3[CH:23]=[CH:22][C:21]([O:24][CH3:25])=[CH:20][CH:19]=3)[CH3:17])[C:13](=[O:26])[CH2:12]2)[CH3:10])[C:5]2[N:27]([CH3:30])[CH:28]=[N:29][C:4]=2[CH:3]=1.[O:31]1[CH2:34][CH:33]([N:35]2[CH2:40][CH2:39][N:38]([C:41]3[CH:42]=[N:43][C:44]([Sn](CCCC)(CCCC)CCCC)=[CH:45][CH:46]=3)[CH2:37][CH2:36]2)[CH2:32]1.[F-].[K+], predict the reaction product. The product is: [CH3:25][O:24][C:21]1[CH:22]=[CH:23][C:18]([C@H:16]([N:14]2[CH2:15][C@H:11]([C@H:9]([O:8][C:6]3[C:5]4[N:27]([CH3:30])[CH:28]=[N:29][C:4]=4[CH:3]=[C:2]([C:44]4[CH:45]=[CH:46][C:41]([N:38]5[CH2:37][CH2:36][N:35]([CH:33]6[CH2:32][O:31][CH2:34]6)[CH2:40][CH2:39]5)=[CH:42][N:43]=4)[N:7]=3)[CH3:10])[CH2:12][C:13]2=[O:26])[CH3:17])=[CH:19][CH:20]=1.